Task: Predict the reactants needed to synthesize the given product.. Dataset: Full USPTO retrosynthesis dataset with 1.9M reactions from patents (1976-2016) (1) Given the product [C:3]([O:7][C:8]([N:10]([CH3:45])[C:11]1([CH2:16][CH2:17][CH2:18][C:19]2[CH:20]=[CH:21][C:22]([C:25]([C:27]3[N:35]4[C:30]([CH:31]=[C:32]([C:36]([OH:38])=[O:37])[CH:33]=[CH:34]4)=[CH:29][C:28]=3[CH2:42][CH3:43])=[O:26])=[CH:23][CH:24]=2)[CH2:15][CH2:14][CH2:13][CH2:12]1)=[O:9])([CH3:4])([CH3:6])[CH3:5], predict the reactants needed to synthesize it. The reactants are: [H-].[Na+].[C:3]([O:7][C:8]([NH:10][C:11]1([CH2:16][CH2:17][CH2:18][C:19]2[CH:24]=[CH:23][C:22]([C:25]([C:27]3[N:35]4[C:30]([CH:31]=[C:32]([C:36]([O:38]C(C)C)=[O:37])[CH:33]=[CH:34]4)=[CH:29][C:28]=3[CH2:42][CH3:43])=[O:26])=[CH:21][CH:20]=2)[CH2:15][CH2:14][CH2:13][CH2:12]1)=[O:9])([CH3:6])([CH3:5])[CH3:4].I[CH3:45].[NH4+].[Cl-].[OH-].[Na+].Cl. (2) The reactants are: C1(C2C(O[C@@H]3CCCNC3)=CC(F)=C(C=2)C(OC)=O)CC1.[CH:22]1([C:25]2[C:26]([O:39][C@@H:40]3[CH2:45][CH2:44][CH2:43][NH:42][C@H:41]3[CH3:46])=[CH:27][C:28]([F:38])=[C:29]([CH:37]=2)[C:30]([O:32][C:33]([CH3:36])([CH3:35])[CH3:34])=[O:31])[CH2:24][CH2:23]1.[Cl:47][C:48]1[CH:53]=[C:52]([CH:54](Cl)C)[CH:51]=[C:50]([Cl:57])[CH:49]=1.ClC1C=C(CCl)C=C(Cl)C=1. Given the product [CH:22]1([C:25]2[C:26]([O:39][C@@H:40]3[CH2:45][CH2:44][CH2:43][N:42]([CH2:54][C:52]4[CH:53]=[C:48]([Cl:47])[CH:49]=[C:50]([Cl:57])[CH:51]=4)[C@H:41]3[CH3:46])=[CH:27][C:28]([F:38])=[C:29]([CH:37]=2)[C:30]([O:32][C:33]([CH3:36])([CH3:35])[CH3:34])=[O:31])[CH2:24][CH2:23]1, predict the reactants needed to synthesize it. (3) Given the product [N:17]1([C:9](=[O:16])[CH2:10][C:11]([O:13][CH2:14][CH3:15])=[O:12])[CH:26]2[CH:21]([CH2:22][CH2:23][CH2:24][CH2:25]2)[CH2:20][CH2:19][CH2:18]1, predict the reactants needed to synthesize it. The reactants are: CCN(CC)CC.Cl[C:9](=[O:16])[CH2:10][C:11]([O:13][CH2:14][CH3:15])=[O:12].[NH:17]1[CH:26]2[CH:21]([CH2:22][CH2:23][CH2:24][CH2:25]2)[CH2:20][CH2:19][CH2:18]1.O. (4) Given the product [Cl:1][C:2]1[CH:7]=[CH:6][CH:5]=[CH:4][C:3]=1[C:8]1[C:27]([C:34]2[CH:35]=[CH:36][C:31]([C:29]#[N:30])=[CH:32][CH:33]=2)=[C:11]2[N:12]=[C:13]([CH3:26])[N:14]=[C:15]([N:16]3[CH2:19][C:18]([NH:23][CH2:24][CH3:25])([C:20]([NH2:22])=[O:21])[CH2:17]3)[N:10]2[N:9]=1, predict the reactants needed to synthesize it. The reactants are: [Cl:1][C:2]1[CH:7]=[CH:6][CH:5]=[CH:4][C:3]=1[C:8]1[C:27](I)=[C:11]2[N:12]=[C:13]([CH3:26])[N:14]=[C:15]([N:16]3[CH2:19][C:18]([NH:23][CH2:24][CH3:25])([C:20]([NH2:22])=[O:21])[CH2:17]3)[N:10]2[N:9]=1.[C:29]([C:31]1[CH:36]=[CH:35][C:34](B(O)O)=[CH:33][CH:32]=1)#[N:30].